From a dataset of Peptide-MHC class I binding affinity with 185,985 pairs from IEDB/IMGT. Regression. Given a peptide amino acid sequence and an MHC pseudo amino acid sequence, predict their binding affinity value. This is MHC class I binding data. (1) The peptide sequence is TVLDVGDAY. The MHC is HLA-A02:03 with pseudo-sequence HLA-A02:03. The binding affinity (normalized) is 0. (2) The MHC is HLA-B15:01 with pseudo-sequence HLA-B15:01. The binding affinity (normalized) is 0.0847. The peptide sequence is TVFKGFVNK.